Dataset: Catalyst prediction with 721,799 reactions and 888 catalyst types from USPTO. Task: Predict which catalyst facilitates the given reaction. (1) Reactant: [CH3:1][C:2]1([CH3:10])[O:9][C:7](=[O:8])[CH2:6][C:4](=[O:5])[O:3]1.CCN(CC)CC.[CH2:18]=[C:19]1[O:23][C:21](=[O:22])[CH2:20]1.Cl. Product: [OH:22][C:21](=[C:6]1[C:7](=[O:8])[O:9][C:2]([CH3:10])([CH3:1])[O:3][C:4]1=[O:5])[CH2:20][C:19](=[O:23])[CH3:18]. The catalyst class is: 2. (2) Reactant: [OH:1][C:2]1[CH:7]=[CH:6][C:5]([C:8](=[O:29])[CH2:9][CH2:10][C:11]2[S:15][C:14]([C:16]3[CH:21]=[CH:20][C:19]([C:22]([F:25])([F:24])[F:23])=[CH:18][CH:17]=3)=[N:13][C:12]=2[CH:26]([CH3:28])[CH3:27])=[CH:4][C:3]=1[CH3:30].C([O-])([O-])=O.[Cs+].[Cs+].Br[CH2:38][C:39]([O:41][CH2:42][CH3:43])=[O:40]. Product: [CH:26]([C:12]1[N:13]=[C:14]([C:16]2[CH:21]=[CH:20][C:19]([C:22]([F:25])([F:24])[F:23])=[CH:18][CH:17]=2)[S:15][C:11]=1[CH2:10][CH2:9][C:8]([C:5]1[CH:6]=[CH:7][C:2]([O:1][CH2:38][C:39]([O:41][CH2:42][CH3:43])=[O:40])=[C:3]([CH3:30])[CH:4]=1)=[O:29])([CH3:27])[CH3:28]. The catalyst class is: 21.